This data is from Reaction yield outcomes from USPTO patents with 853,638 reactions. The task is: Predict the reaction yield, written as a fraction of the theoretical maximum amount of product (1.0 means a 100% yield; for example, 0.34 means a 34% yield). (1) The reactants are Cl.[CH2:2]([O:9][C:10]1[CH:19]=[C:18]2[C:13]([C:14]([Cl:20])=[N:15][CH:16]=[N:17]2)=[CH:12][C:11]=1[O:21][CH3:22])[C:3]1[CH:8]=[CH:7][CH:6]=[CH:5][CH:4]=1.[Cl:23][C:24]1[C:25]([F:31])=[C:26]([CH:28]=[CH:29][CH:30]=1)[NH2:27]. The catalyst is O1CCOCC1.C(#N)C. The product is [ClH:20].[CH2:2]([O:9][C:10]1[CH:19]=[C:18]2[C:13]([C:14]([NH:27][C:26]3[CH:28]=[CH:29][CH:30]=[C:24]([Cl:23])[C:25]=3[F:31])=[N:15][CH:16]=[N:17]2)=[CH:12][C:11]=1[O:21][CH3:22])[C:3]1[CH:8]=[CH:7][CH:6]=[CH:5][CH:4]=1. The yield is 0.960. (2) The reactants are [F:1][CH:2]([F:17])[O:3][C:4]1[C:5]2[N:6]([C:10](I)=[C:11]([CH:13]([CH3:15])[CH3:14])[N:12]=2)[CH:7]=[CH:8][CH:9]=1.[F:18][C:19]1[CH:20]=[CH:21][C:22]2=[C:23]([CH:39]=1)[O:24][CH2:25][C:26]1[CH:36]=[C:35]([CH:37]=[O:38])[CH:34]=[CH:33][C:27]=1/[C:28]/2=[C:29](/[CH3:32])\[C:30]#[N:31]. No catalyst specified. The yield is 0.960. The product is [F:1][CH:2]([F:17])[O:3][C:4]1[C:5]2[N:6]([C:10]([CH:37]([OH:38])[C:35]3[CH:34]=[CH:33][C:27]4/[C:28](=[C:29](/[CH3:32])\[C:30]#[N:31])/[C:22]5[CH:21]=[CH:20][C:19]([F:18])=[CH:39][C:23]=5[O:24][CH2:25][C:26]=4[CH:36]=3)=[C:11]([CH:13]([CH3:15])[CH3:14])[N:12]=2)[CH:7]=[CH:8][CH:9]=1. (3) The reactants are Br[CH2:2][C:3]1[C:8]([O:9][Si](C(C)(C)C)(C2C=CC=CC=2)C2C=CC=CC=2)=[CH:7][CH:6]=[CH:5][N:4]=1.[NH:27]1[CH:31]=[CH:30][N:29]=[C:28]1[C:32]1[CH:33]=[CH:34][C:35]([CH3:48])=[C:36]([NH:38][C:39](=[O:47])[C:40]2[CH:45]=[CH:44][C:43]([OH:46])=[CH:42][CH:41]=2)[CH:37]=1.C([O-])([O-])=O.[K+].[K+]. The catalyst is C(#N)C.O. The product is [NH:27]1[CH:31]=[CH:30][N:29]=[C:28]1[C:32]1[CH:33]=[CH:34][C:35]([CH3:48])=[C:36]([NH:38][C:39](=[O:47])[C:40]2[CH:45]=[CH:44][C:43]([O:46][CH2:2][C:3]3[C:8]([OH:9])=[CH:7][CH:6]=[CH:5][N:4]=3)=[CH:42][CH:41]=2)[CH:37]=1. The yield is 0.231. (4) The reactants are [CH3:1][N:2]1[CH:6]=[CH:5][CH:4]=[N:3]1.C1COCC1.[Li]CCCC.Br[C:18]1[S:22][C:21]([C:23]2[N:27]3[N:28]=[C:29]([CH3:37])[CH:30]=[C:31]([CH:32]([CH2:35][CH3:36])[CH2:33][CH3:34])[C:26]3=[N:25][C:24]=2[CH3:38])=[C:20]([Cl:39])[CH:19]=1. The catalyst is CCOC(C)=O.[Cl-].[Cl-].[Zn+2].C1C=CC(P(C2C=CC=CC=2)[C-]2C=CC=C2)=CC=1.C1C=CC(P(C2C=CC=CC=2)[C-]2C=CC=C2)=CC=1.Cl[Pd]Cl.[Fe+2]. The product is [Cl:39][C:20]1[CH:19]=[C:18]([C:6]2[N:2]([CH3:1])[N:3]=[CH:4][CH:5]=2)[S:22][C:21]=1[C:23]1[N:27]2[N:28]=[C:29]([CH3:37])[CH:30]=[C:31]([CH:32]([CH2:33][CH3:34])[CH2:35][CH3:36])[C:26]2=[N:25][C:24]=1[CH3:38]. The yield is 0.500. (5) The reactants are CO[C:3]([C:5]1[CH2:10][CH:9]([CH2:11][CH2:12][O:13][CH2:14][C:15]2[CH:20]=[CH:19][CH:18]=[CH:17][CH:16]=2)[CH2:8][CH2:7][CH:6]=1)=O.CC(C[AlH]CC(C)C)C.N1C=CC=CC=1.S(=O)(=O)=O.[H-].[H-].[H-].[H-].[Li+].[Al+3]. The catalyst is C1COCC1. The product is [CH3:3][C:5]1[CH2:10][CH:9]([CH2:11][CH2:12][O:13][CH2:14][C:15]2[CH:16]=[CH:17][CH:18]=[CH:19][CH:20]=2)[CH2:8][CH2:7][CH:6]=1. The yield is 0.820. (6) The reactants are [F:1][CH2:2][C:3]1([S:6]([NH:9][C:10]([C@@:12]2([NH:17]C(=O)OC(C)(C)C)[CH2:14][C@H:13]2[CH:15]=[CH2:16])=[O:11])(=[O:8])=[O:7])[CH2:5][CH2:4]1.[ClH:25]. The catalyst is O1CCOCC1. The product is [ClH:25].[NH2:17][C@:12]1([C:10]([NH:9][S:6]([C:3]2([CH2:2][F:1])[CH2:5][CH2:4]2)(=[O:8])=[O:7])=[O:11])[CH2:14][C@H:13]1[CH:15]=[CH2:16]. The yield is 0.720. (7) The reactants are [CH:1]1([CH2:4][C:5](=[O:20])[CH2:6][C:7]2[CH:12]=[CH:11][N:10]=[C:9]([NH:13][C:14]3[CH:19]=[CH:18][N:17]=[CH:16][CH:15]=3)[N:8]=2)[CH2:3][CH2:2]1.[CH3:21][N:22]([CH:24](OC)OC)[CH3:23]. No catalyst specified. The product is [CH:1]1([CH2:4][C:5](=[O:20])/[C:6](/[C:7]2[CH:12]=[CH:11][N:10]=[C:9]([NH:13][C:14]3[CH:19]=[CH:18][N:17]=[CH:16][CH:15]=3)[N:8]=2)=[CH:21]\[N:22]([CH3:24])[CH3:23])[CH2:2][CH2:3]1. The yield is 0.990.